This data is from Catalyst prediction with 721,799 reactions and 888 catalyst types from USPTO. The task is: Predict which catalyst facilitates the given reaction. Reactant: [I-].C[O:3][C:4]([C:6]1[CH:11]=[CH:10][N+:9]([CH3:12])=[CH:8][CH:7]=1)=[O:5].[OH-:13].[Na+]. Product: [CH3:12][N:9]1[CH:10]=[CH:11][C:6]([C:4]([OH:3])=[O:5])=[CH:7][C:8]1=[O:13]. The catalyst class is: 6.